Dataset: Full USPTO retrosynthesis dataset with 1.9M reactions from patents (1976-2016). Task: Predict the reactants needed to synthesize the given product. Given the product [C:2]1([NH:1][C:26]([C:13]2([CH2:12][CH2:11][CH2:10][CH2:9][Br:8])[C:25]3[CH:24]=[CH:23][CH:22]=[CH:21][C:20]=3[C:19]3[C:14]2=[CH:15][CH:16]=[CH:17][CH:18]=3)=[O:27])[CH:7]=[CH:6][CH:5]=[CH:4][CH:3]=1, predict the reactants needed to synthesize it. The reactants are: [NH2:1][C:2]1[CH:7]=[CH:6][CH:5]=[CH:4][CH:3]=1.[Br:8][CH2:9][CH2:10][CH2:11][CH2:12][C:13]1([C:26](Cl)=[O:27])[C:25]2[CH:24]=[CH:23][CH:22]=[CH:21][C:20]=2[C:19]2[C:14]1=[CH:15][CH:16]=[CH:17][CH:18]=2.